This data is from Forward reaction prediction with 1.9M reactions from USPTO patents (1976-2016). The task is: Predict the product of the given reaction. (1) Given the reactants [Cl:1][C:2]1[C:3]([N:11]2[CH2:16][CH2:15][CH:14]([C:17]([F:20])([F:19])[F:18])[CH2:13][CH2:12]2)=[CH:4][C:5]([NH:9][CH3:10])=[C:6]([CH:8]=1)[NH2:7].[N:21]([C:24]1[CH:25]=[C:26]([CH:29]=[CH:30][C:31]=1[C:32]([F:35])([F:34])[F:33])[C:27]#[N:28])=[C:22]=S.CC(C)N=C=NC(C)C, predict the reaction product. The product is: [Cl:1][C:2]1[C:3]([N:11]2[CH2:16][CH2:15][CH:14]([C:17]([F:19])([F:18])[F:20])[CH2:13][CH2:12]2)=[CH:4][C:5]2[N:9]([CH3:10])[C:22]([NH:21][C:24]3[CH:25]=[C:26]([CH:29]=[CH:30][C:31]=3[C:32]([F:35])([F:34])[F:33])[C:27]#[N:28])=[N:7][C:6]=2[CH:8]=1. (2) Given the reactants [NH2:1][CH:2]1[CH2:7][CH2:6][CH2:5][N:4]([C:8]([O:10][C:11]([CH3:14])([CH3:13])[CH3:12])=[O:9])[CH2:3]1.Cl[C:16]1[N:21]=[C:20]([NH:22][C:23](=[O:29])[O:24][C:25]([CH3:28])([CH3:27])[CH3:26])[C:19]([C:30](=[O:33])[CH2:31][CH3:32])=[CH:18][CH:17]=1.C(N(C(C)C)CC)(C)C, predict the reaction product. The product is: [C:25]([O:24][C:23]([NH:22][C:20]1[N:21]=[C:16]([NH:1][CH:2]2[CH2:7][CH2:6][CH2:5][N:4]([C:8]([O:10][C:11]([CH3:14])([CH3:13])[CH3:12])=[O:9])[CH2:3]2)[CH:17]=[CH:18][C:19]=1[C:30](=[O:33])[CH2:31][CH3:32])=[O:29])([CH3:28])([CH3:27])[CH3:26]. (3) Given the reactants [N:1]1([C:7]([O:9][C:10]([CH3:13])([CH3:12])[CH3:11])=[O:8])[CH2:6][CH2:5][NH:4][CH2:3][CH2:2]1.ClC1S[C:17]([C:20](OC)=[O:21])=CN=1.[C:24]1([C:35]2CCCCCCCCCC=2)[CH2:34]CCCCCCCN[N:25]=1.[OH2:46].[CH3:47][S:48](C)=O, predict the reaction product. The product is: [CH2:20]([O:21][C:35]([C:24]1[N:25]=[C:47]([N:4]2[CH2:5][CH2:6][N:1]([C:7]([O:9][C:10]([CH3:13])([CH3:12])[CH3:11])=[O:8])[CH2:2][CH2:3]2)[S:48][CH:34]=1)=[O:46])[CH3:17].